Task: Predict the reactants needed to synthesize the given product.. Dataset: Full USPTO retrosynthesis dataset with 1.9M reactions from patents (1976-2016) (1) Given the product [OH:1][CH2:2][CH2:3][CH2:4][CH2:5][CH2:6][O:7][C:8]1[CH:13]=[CH:12][N:11]=[C:10]([CH2:14][Cl:19])[C:9]=1[CH3:16], predict the reactants needed to synthesize it. The reactants are: [OH:1][CH2:2][CH2:3][CH2:4][CH2:5][CH2:6][O:7][C:8]1[CH:13]=[CH:12][N:11]=[C:10]([CH2:14]O)[C:9]=1[CH3:16].S(Cl)([Cl:19])=O.C(=O)([O-])[O-].[Na+].[Na+]. (2) Given the product [Br:19][C:20]1[CH:21]=[N:22][CH:23]=[C:24]2[C:25]=1[NH:26][C:27]([C:31]1[CH:36]=[CH:35][CH:34]=[C:33]([C:37]([F:38])([F:40])[F:39])[CH:32]=1)=[C:14]([C:13]([O:16][CH2:17][CH3:18])=[O:15])[C:29]2=[O:28], predict the reactants needed to synthesize it. The reactants are: C(NC(C)C)(C)C.[Li]CCCC.[C:13]([O:16][CH2:17][CH3:18])(=[O:15])[CH3:14].[Br:19][C:20]1[C:25]2[N:26]=[C:27]([C:31]3[CH:36]=[CH:35][CH:34]=[C:33]([C:37]([F:40])([F:39])[F:38])[CH:32]=3)[O:28][C:29](=O)[C:24]=2[CH:23]=[N:22][CH:21]=1.[OH-].[Na+].